Dataset: Catalyst prediction with 721,799 reactions and 888 catalyst types from USPTO. Task: Predict which catalyst facilitates the given reaction. (1) Reactant: [CH3:1][C:2]1[C:3]([N:12]([CH2:19][CH3:20])[CH2:13][CH:14]2[CH2:18][CH2:17][CH2:16][CH2:15]2)=[N:4][C:5]2[C:10]([N:11]=1)=[CH:9][CH:8]=[CH:7][CH:6]=2.[Br:21]N1C(=O)CCC1=O. Product: [Br:21][CH2:1][C:2]1[C:3]([N:12]([CH2:19][CH3:20])[CH2:13][CH:14]2[CH2:18][CH2:17][CH2:16][CH2:15]2)=[N:4][C:5]2[C:10]([N:11]=1)=[CH:9][CH:8]=[CH:7][CH:6]=2. The catalyst class is: 53. (2) Reactant: [CH3:1][CH:2]([C:4]1[N:8]=[C:7]([N:9]2[CH2:14][CH2:13][CH:12]([CH2:15][OH:16])[CH2:11][CH2:10]2)[O:6][N:5]=1)[CH3:3].C(N(CC)CC)C.[CH3:24][S:25](Cl)(=[O:27])=[O:26]. Product: [CH3:24][S:25]([O:16][CH2:15][CH:12]1[CH2:13][CH2:14][N:9]([C:7]2[O:6][N:5]=[C:4]([CH:2]([CH3:1])[CH3:3])[N:8]=2)[CH2:10][CH2:11]1)(=[O:27])=[O:26]. The catalyst class is: 4. (3) Reactant: [N:1]1[CH:6]=[CH:5][CH:4]=[CH:3][C:2]=1[NH:7][C:8]([NH2:10])=[S:9].Br[CH2:12][C:13]([C:15]1[CH:23]=[CH:22][C:18]([C:19]([OH:21])=[O:20])=[CH:17][CH:16]=1)=O. Product: [N:1]1[CH:6]=[CH:5][CH:4]=[CH:3][C:2]=1[NH:7][C:8]1[S:9][CH:12]=[C:13]([C:15]2[CH:23]=[CH:22][C:18]([C:19]([OH:21])=[O:20])=[CH:17][CH:16]=2)[N:10]=1. The catalyst class is: 1. (4) Reactant: [CH:1]1([N:6]2[CH2:11][CH2:10][N:9]([C:12]([C:14]3[CH:15]=[C:16]4[C:20](=[CH:21][CH:22]=3)[NH:19][C:18]([C:23]([N:25]3[CH2:30][CH2:29][C:28]([F:32])([F:31])[CH2:27][CH2:26]3)=[O:24])=[CH:17]4)=[O:13])[CH2:8][CH2:7]2)[CH2:5][CH2:4][CH2:3][CH2:2]1.[CH3:33][O:34][C:35]([C:37]1[CH:42]=[CH:41][C:40](B(O)O)=[CH:39][CH:38]=1)=[O:36].N1C=CC=CC=1. Product: [CH3:33][O:34][C:35](=[O:36])[C:37]1[CH:42]=[CH:41][C:40]([N:19]2[C:20]3[C:16](=[CH:15][C:14]([C:12]([N:9]4[CH2:8][CH2:7][N:6]([CH:1]5[CH2:5][CH2:4][CH2:3][CH2:2]5)[CH2:11][CH2:10]4)=[O:13])=[CH:22][CH:21]=3)[CH:17]=[C:18]2[C:23]([N:25]2[CH2:26][CH2:27][C:28]([F:31])([F:32])[CH2:29][CH2:30]2)=[O:24])=[CH:39][CH:38]=1. The catalyst class is: 221. (5) Reactant: [O:1]([C:8]1[CH:16]=[CH:15][C:11]([C:12](Cl)=[O:13])=[CH:10][CH:9]=1)[C:2]1[CH:7]=[CH:6][CH:5]=[CH:4][CH:3]=1.[C:17](Cl)(=[O:24])[C:18]1[CH:23]=[CH:22][CH:21]=[CH:20][CH:19]=1.[NH2:26][OH:27].Cl. Product: [OH:27][NH:26][C:17](=[O:24])[CH2:18][CH2:19][CH2:20][CH2:21][CH2:22][CH2:23][C:12](=[O:13])[C:11]1[CH:15]=[CH:16][C:8]([O:1][C:2]2[CH:7]=[CH:6][CH:5]=[CH:4][CH:3]=2)=[CH:9][CH:10]=1. The catalyst class is: 66. (6) Reactant: [CH:1]1([C:4]2[C:9]([C:10]3[CH:15]=[CH:14][CH:13]=[CH:12][CH:11]=3)=[CH:8][C:7]([N+:16]([O-])=O)=[CH:6][N:5]=2)[CH2:3][CH2:2]1.Cl[Sn]Cl.O. Product: [CH:1]1([C:4]2[N:5]=[CH:6][C:7]([NH2:16])=[CH:8][C:9]=2[C:10]2[CH:15]=[CH:14][CH:13]=[CH:12][CH:11]=2)[CH2:3][CH2:2]1. The catalyst class is: 8.